From a dataset of Forward reaction prediction with 1.9M reactions from USPTO patents (1976-2016). Predict the product of the given reaction. (1) Given the reactants [F:1][C:2]1[CH:7]=[C:6]([CH:8]=[CH2:9])[CH:5]=[C:4]([F:10])[C:3]=1[C:11]1[N:16]=[C:15]([C:17]([NH:19][C:20]2[CH:21]=[N:22][CH:23]=[CH:24][C:25]=2[C@@H:26]2[CH2:31][C@H:30]([CH3:32])[CH2:29][C@H:28]([NH:33][C:34](=[O:40])[O:35][C:36]([CH3:39])([CH3:38])[CH3:37])[CH2:27]2)=[O:18])[CH:14]=[CH:13][C:12]=1[F:41], predict the reaction product. The product is: [CH2:8]([C:6]1[CH:7]=[C:2]([F:1])[C:3]([C:11]2[N:16]=[C:15]([C:17]([NH:19][C:20]3[CH:21]=[N:22][CH:23]=[CH:24][C:25]=3[C@@H:26]3[CH2:31][C@H:30]([CH3:32])[CH2:29][C@H:28]([NH:33][C:34](=[O:40])[O:35][C:36]([CH3:38])([CH3:37])[CH3:39])[CH2:27]3)=[O:18])[CH:14]=[CH:13][C:12]=2[F:41])=[C:4]([F:10])[CH:5]=1)[CH3:9]. (2) Given the reactants C(OP([CH2:9][C:10]([O:12][CH2:13][CH3:14])=[O:11])(OCC)=O)C.[H-].[Na+].[CH2:17]([O:24][C:25]1[CH:26]=[C:27]2[C:31](=[CH:32][CH:33]=1)[N:30]1[CH2:34][CH2:35][CH2:36][C:37](=O)[C:29]1=[CH:28]2)[C:18]1[CH:23]=[CH:22][CH:21]=[CH:20][CH:19]=1.[NH4+].[Cl-], predict the reaction product. The product is: [CH2:17]([O:24][C:25]1[CH:26]=[C:27]2[C:31](=[CH:32][CH:33]=1)[N:30]1[CH2:34][CH2:35][CH2:36][C:37](=[CH:9][C:10]([O:12][CH2:13][CH3:14])=[O:11])[C:29]1=[CH:28]2)[C:18]1[CH:23]=[CH:22][CH:21]=[CH:20][CH:19]=1.